Task: Predict the reaction yield, written as a fraction of the theoretical maximum amount of product (1.0 means a 100% yield; for example, 0.34 means a 34% yield).. Dataset: Reaction yield outcomes from USPTO patents with 853,638 reactions (1) The reactants are [Cl:1][C:2]1[C:3]([N:8]2[C:12](O)([C:13]([O:15][CH2:16][CH3:17])=[O:14])[CH2:11][C:10]([C:19]([F:22])([F:21])[F:20])=[N:9]2)=[N:4][CH:5]=[CH:6][CH:7]=1. The catalyst is S(=O)(=O)(O)O.C(O)(=O)C. The product is [Cl:1][C:2]1[C:3]([N:8]2[C:12]([C:13]([O:15][CH2:16][CH3:17])=[O:14])=[CH:11][C:10]([C:19]([F:22])([F:20])[F:21])=[N:9]2)=[N:4][CH:5]=[CH:6][CH:7]=1. The yield is 0.770. (2) The reactants are [CH2:1]([N:8]1[C:13](=[O:14])[C:12]2[C:15]([CH3:18])=[N:16][O:17][C:11]=2[N:10]=[C:9]1[CH:19](Br)[CH2:20][CH3:21])[C:2]1[CH:7]=[CH:6][CH:5]=[CH:4][CH:3]=1.C(=O)([O-])[O-].[K+].[K+].[C:29]([O:33][C:34](=[O:40])[NH:35][CH2:36][CH2:37][CH2:38][NH2:39])([CH3:32])([CH3:31])[CH3:30].O. The catalyst is C(#N)C. The product is [C:29]([O:33][C:34](=[O:40])[NH:35][CH2:36][CH2:37][CH2:38][NH:39][CH:19]([C:9]1[N:8]([CH2:1][C:2]2[CH:7]=[CH:6][CH:5]=[CH:4][CH:3]=2)[C:13](=[O:14])[C:12]2[C:15]([CH3:18])=[N:16][O:17][C:11]=2[N:10]=1)[CH2:20][CH3:21])([CH3:32])([CH3:30])[CH3:31]. The yield is 0.740. (3) The reactants are [NH2:1][C:2]1[CH:3]=[CH:4][CH:5]=[C:6]2[C:11]=1[N:10]=[CH:9][CH:8]=[CH:7]2.[Cl:12]N1C(=O)CCC1=O. The catalyst is CC(O)C. The product is [NH2:1][C:2]1[CH:3]=[CH:4][CH:5]=[C:6]2[C:11]=1[N:10]=[CH:9][CH:8]=[C:7]2[Cl:12]. The yield is 0.340.